This data is from Forward reaction prediction with 1.9M reactions from USPTO patents (1976-2016). The task is: Predict the product of the given reaction. (1) Given the reactants [CH3:1][O:2][C:3]1[CH:4]=[C:5]([CH2:11][CH2:12][NH:13][C:14](=O)[CH2:15][CH2:16][C:17]2[CH:22]=[CH:21][C:20]([F:23])=[CH:19][CH:18]=2)[CH:6]=[C:7]([O:9][CH3:10])[CH:8]=1.O=P(Cl)(Cl)Cl.[BH4-].[Na+].O, predict the reaction product. The product is: [F:23][C:20]1[CH:21]=[CH:22][C:17]([CH2:16][CH2:15][CH:14]2[C:4]3[C:5](=[CH:6][C:7]([O:9][CH3:10])=[CH:8][C:3]=3[O:2][CH3:1])[CH2:11][CH2:12][NH:13]2)=[CH:18][CH:19]=1. (2) Given the reactants Cl[C:2]1[C:7]([Cl:8])=[CH:6][C:5]([C:9]([F:12])([F:11])[F:10])=[CH:4][N:3]=1.[Cl:13][C:14]1[CH:15]=[C:16]([CH:22]=[CH:23][C:24]=1[S:25](=[O:39])(=[O:38])[NH:26][CH2:27][C:28]1[CH:29]=[C:30]2[C:34](=[CH:35][CH:36]=1)[N:33]([CH3:37])[CH:32]=[CH:31]2)[C:17]([O:19][CH2:20][CH3:21])=[O:18], predict the reaction product. The product is: [Cl:13][C:14]1[CH:15]=[C:16]([CH:22]=[CH:23][C:24]=1[S:25](=[O:39])(=[O:38])[N:26]([C:2]1[C:7]([Cl:8])=[CH:6][C:5]([C:9]([F:12])([F:11])[F:10])=[CH:4][N:3]=1)[CH2:27][C:28]1[CH:29]=[C:30]2[C:34](=[CH:35][CH:36]=1)[N:33]([CH3:37])[CH:32]=[CH:31]2)[C:17]([O:19][CH2:20][CH3:21])=[O:18]. (3) Given the reactants [C:1]([C:4]1[CH:11]=[CH:10][CH:9]=[CH:8][C:5]=1[C:6]#[N:7])(=[O:3])[CH3:2].[CH3:12]COC(C)=O, predict the reaction product. The product is: [OH:3][C@@H:1]([C:4]1[CH:11]=[CH:10][CH:9]=[CH:8][C:5]=1[C:6]#[N:7])[CH3:2].[CH3:6][C:5]1[CH:4]2[C:1]([CH3:12])([CH3:2])[CH:10]([CH2:11]2)[CH2:9][CH:8]=1. (4) Given the reactants [CH3:1][C:2]1[N:3]([S:9]([C:12]2[CH:13]=[N:14][CH:15]=[CH:16][CH:17]=2)(=[O:11])=[O:10])[CH:4]=[CH:5][C:6]=1[CH:7]=[O:8].[Br:18]N1C(=O)CCC1=O.O, predict the reaction product. The product is: [Br:18][C:4]1[N:3]([S:9]([C:12]2[CH:13]=[N:14][CH:15]=[CH:16][CH:17]=2)(=[O:10])=[O:11])[C:2]([CH3:1])=[C:6]([CH:7]=[O:8])[CH:5]=1. (5) Given the reactants [F:1][C:2]1[CH:3]=[N:4][C:5]([O:11][C:12]2[CH:17]=[CH:16][C:15]([F:18])=[CH:14][CH:13]=2)=[C:6]([CH:10]=1)[C:7]([OH:9])=O.Cl.[NH2:20][C@H:21]([C:23]1[CH:32]=[CH:31][C:26]([C:27]([O:29]C)=[O:28])=[CH:25][CH:24]=1)[CH3:22], predict the reaction product. The product is: [F:1][C:2]1[CH:10]=[C:6]([C:7]([NH:20][C@H:21]([C:23]2[CH:32]=[CH:31][C:26]([C:27]([OH:29])=[O:28])=[CH:25][CH:24]=2)[CH3:22])=[O:9])[C:5]([O:11][C:12]2[CH:17]=[CH:16][C:15]([F:18])=[CH:14][CH:13]=2)=[N:4][CH:3]=1.